This data is from Reaction yield outcomes from USPTO patents with 853,638 reactions. The task is: Predict the reaction yield, written as a fraction of the theoretical maximum amount of product (1.0 means a 100% yield; for example, 0.34 means a 34% yield). The reactants are [C:1]([NH:24][CH:25]([CH2:40][CH:41]([CH3:43])[CH3:42])[C:26]([NH:28][C:29]1[CH:30]=[CH:31][C:32]([OH:39])=[C:33]([CH:38]=1)[C:34]([O:36]C)=[O:35])=[O:27])(=[O:23])[CH2:2][CH2:3][CH:4]=[CH:5][CH2:6][CH:7]=[CH:8][CH2:9][CH:10]=[CH:11][CH2:12][CH:13]=[CH:14][CH2:15][CH:16]=[CH:17][CH2:18][CH:19]=[CH:20][CH2:21][CH3:22].[OH-].[Na+].Cl. The catalyst is CO. The product is [C:1]([NH:24][CH:25]([CH2:40][CH:41]([CH3:42])[CH3:43])[C:26]([NH:28][C:29]1[CH:30]=[CH:31][C:32]([OH:39])=[C:33]([CH:38]=1)[C:34]([OH:36])=[O:35])=[O:27])(=[O:23])[CH2:2][CH2:3][CH:4]=[CH:5][CH2:6][CH:7]=[CH:8][CH2:9][CH:10]=[CH:11][CH2:12][CH:13]=[CH:14][CH2:15][CH:16]=[CH:17][CH2:18][CH:19]=[CH:20][CH2:21][CH3:22]. The yield is 0.610.